This data is from hERG potassium channel inhibition data for cardiac toxicity prediction from Karim et al.. The task is: Regression/Classification. Given a drug SMILES string, predict its toxicity properties. Task type varies by dataset: regression for continuous values (e.g., LD50, hERG inhibition percentage) or binary classification for toxic/non-toxic outcomes (e.g., AMES mutagenicity, cardiotoxicity, hepatotoxicity). Dataset: herg_karim. (1) The molecule is Cc1c(-c2noc(-c3ccc(OC(C)C)c(C#N)c3)n2)ccc2c1CCN(CC(=O)N[C@@H](C)CO)C2. The result is 0 (non-blocker). (2) The result is 1 (blocker). The drug is S=C(NCc1ccc2c(c1)OCO2)N1CCN(c2ncnc3c2oc2ccccc23)CC1. (3) The compound is Cc1ccc(C(=O)C2CCN(CCCc3ccccc3)CC2)cc1. The result is 1 (blocker). (4) The compound is CNC(=O)C(C)Oc1cccc2ncnc(Nc3ccc(OCc4ccccn4)c(Cl)c3)c12. The result is 0 (non-blocker). (5) The compound is COc1ccc(F)c(F)c1C(=O)c1cnc(NC2CCN(S(C)(=O)=O)CC2)nc1N. The result is 0 (non-blocker). (6) The compound is CO[C@@H]1COCC[C@@H]1N[C@@H]1CC[C@@](C(=O)N2CCN(c3cccc(C(F)(F)F)n3)CC2)(C(C)C)C1. The result is 1 (blocker). (7) The compound is O=C1c2cc(COc3ccccc3)nn2CCN1c1ccc(F)cn1. The result is 0 (non-blocker). (8) The compound is N#Cc1ccc2ccc(=O)n(CCN3CCC(NCc4cc5c(cn4)OCCO5)C(F)C3)c2c1. The result is 0 (non-blocker). (9) The molecule is O=S(=O)(NCCCCN1CCC(c2noc3cc(F)ccc23)CC1)c1ccc2cc(Cl)ccc2c1. The result is 0 (non-blocker). (10) The molecule is C[C@@H](N[C@@H]1CC[C@@H](C(=O)N2CCC(C(=O)N3CCCC3)(c3ccccc3)CC2)C(C)(C)C1)c1ccc(F)cc1. The result is 0 (non-blocker).